This data is from Full USPTO retrosynthesis dataset with 1.9M reactions from patents (1976-2016). The task is: Predict the reactants needed to synthesize the given product. (1) Given the product [C:1]([NH:24][CH2:25][CH2:26][C:27]([NH:30][C:31]1[S:32][C:33]2[CH2:39][C@H:38]([N:40]([CH2:48][CH2:49][CH3:50])[C:41](=[O:47])[O:42][C:43]([CH3:44])([CH3:45])[CH3:46])[CH2:37][CH2:36][C:34]=2[N:35]=1)=[O:29])(=[O:23])[CH2:2][CH2:3]/[CH:4]=[CH:5]\[CH2:6]/[CH:7]=[CH:8]\[CH2:9]/[CH:10]=[CH:11]\[CH2:12]/[CH:13]=[CH:14]\[CH2:15]/[CH:16]=[CH:17]\[CH2:18]/[CH:19]=[CH:20]\[CH2:21][CH3:22], predict the reactants needed to synthesize it. The reactants are: [C:1]([NH:24][CH2:25][CH2:26][C:27]([OH:29])=O)(=[O:23])[CH2:2][CH2:3]/[CH:4]=[CH:5]\[CH2:6]/[CH:7]=[CH:8]\[CH2:9]/[CH:10]=[CH:11]\[CH2:12]/[CH:13]=[CH:14]\[CH2:15]/[CH:16]=[CH:17]\[CH2:18]/[CH:19]=[CH:20]\[CH2:21][CH3:22].[NH2:30][C:31]1[S:32][C:33]2[CH2:39][C@H:38]([N:40]([CH2:48][CH2:49][CH3:50])[C:41](=[O:47])[O:42][C:43]([CH3:46])([CH3:45])[CH3:44])[CH2:37][CH2:36][C:34]=2[N:35]=1.CN(C(ON1N=NC2C=CC=NC1=2)=[N+](C)C)C.F[P-](F)(F)(F)(F)F.CCN(C(C)C)C(C)C. (2) Given the product [CH2:23]([O:30][C:31]1[CH:36]=[CH:35][N:34]([C:2]2[CH:7]=[CH:6][C:5]3[C:8]4[CH2:14][CH2:13][N:12]([C:15]([O:17][C:18]([CH3:21])([CH3:20])[CH3:19])=[O:16])[CH2:11][CH2:10][C:9]=4[S:22][C:4]=3[CH:3]=2)[C:33](=[O:37])[CH:32]=1)[C:24]1[CH:25]=[CH:26][CH:27]=[CH:28][CH:29]=1, predict the reactants needed to synthesize it. The reactants are: Br[C:2]1[CH:7]=[CH:6][C:5]2[C:8]3[CH2:14][CH2:13][N:12]([C:15]([O:17][C:18]([CH3:21])([CH3:20])[CH3:19])=[O:16])[CH2:11][CH2:10][C:9]=3[S:22][C:4]=2[CH:3]=1.[CH2:23]([O:30][C:31]1[CH:36]=[CH:35][NH:34][C:33](=[O:37])[CH:32]=1)[C:24]1[CH:29]=[CH:28][CH:27]=[CH:26][CH:25]=1. (3) Given the product [NH2:1][C:2]1[C:6]([C:7]([NH2:8])=[O:10])=[CH:5][N:4]([CH3:9])[N:3]=1, predict the reactants needed to synthesize it. The reactants are: [NH2:1][C:2]1[C:6]([C:7]#[N:8])=[CH:5][N:4]([CH3:9])[N:3]=1.[OH:10]S(O)(=O)=O.[NH4+].[OH-]. (4) The reactants are: C[O:2][C:3]([C:5]1[C:6]([C:31]([F:34])([F:33])[F:32])=[N:7][C:8]([N:11]2[CH2:16][CH2:15][C:14](=[N:17][O:18][CH:19]3[CH2:24][CH2:23][N:22]([C:25]([O:27][CH:28]([CH3:30])[CH3:29])=[O:26])[CH2:21][CH2:20]3)[CH2:13][CH2:12]2)=[N:9][CH:10]=1)=[O:4].C1COCC1.[OH-].[Na+]. Given the product [CH:28]([O:27][C:25]([N:22]1[CH2:23][CH2:24][CH:19]([O:18][N:17]=[C:14]2[CH2:13][CH2:12][N:11]([C:8]3[N:7]=[C:6]([C:31]([F:33])([F:34])[F:32])[C:5]([C:3]([OH:4])=[O:2])=[CH:10][N:9]=3)[CH2:16][CH2:15]2)[CH2:20][CH2:21]1)=[O:26])([CH3:30])[CH3:29], predict the reactants needed to synthesize it. (5) Given the product [CH3:14][N:12]([CH2:11][C:8]1[CH:7]=[CH:6][C:5]([CH:4]=[O:3])=[CH:10][CH:9]=1)[CH3:13], predict the reactants needed to synthesize it. The reactants are: C([O:3][CH:4](OCC)[C:5]1[CH:10]=[CH:9][C:8]([CH2:11][N:12]([CH3:14])[CH3:13])=[CH:7][CH:6]=1)C. (6) Given the product [F:1][C:2]1[CH:3]=[C:4]([N:14]2[CH2:18][C@H:17]([CH2:19][NH:20][C:21](=[O:25])[CH:22]([F:24])[F:23])[O:16][C:15]2=[O:26])[CH:5]=[CH:6][C:7]=1[N:8]1[CH2:9][CH2:10][N:11]([C:37]2[S:41][C:40]([N+:42]([O-:44])=[O:43])=[CH:39][CH:38]=2)[CH2:12][CH2:13]1, predict the reactants needed to synthesize it. The reactants are: [F:1][C:2]1[CH:3]=[C:4]([N:14]2[CH2:18][C@H:17]([CH2:19][NH:20][C:21](=[O:25])[CH:22]([F:24])[F:23])[O:16][C:15]2=[O:26])[CH:5]=[CH:6][C:7]=1[N:8]1[CH2:13][CH2:12][NH:11][CH2:10][CH2:9]1.C(N(C(C)C)C(C)C)C.Br[C:37]1[S:41][C:40]([N+:42]([O-:44])=[O:43])=[CH:39][CH:38]=1. (7) Given the product [CH3:15][O:14][C:7]1[CH:6]=[C:5]([NH:2][NH2:3])[CH:10]=[CH:9][C:8]=1[N+:11]([O-:13])=[O:12], predict the reactants needed to synthesize it. The reactants are: O.[NH2:2][NH2:3].F[C:5]1[CH:10]=[CH:9][C:8]([N+:11]([O-:13])=[O:12])=[C:7]([O:14][CH3:15])[CH:6]=1. (8) Given the product [CH3:14][O:15][C:16]([C:18]1[CH:19]=[C:20]([CH3:41])[C:21]2[O:27][C:26]3[C:28]([Cl:37])=[CH:29][C:30]([N:32]([CH2:5][CH2:4][Cl:3])[CH2:33][CH2:34][CH2:35][Cl:36])=[CH:31][C:25]=3[CH2:24][S:23](=[O:38])(=[O:39])[C:22]=2[CH:40]=1)=[O:17], predict the reactants needed to synthesize it. The reactants are: [Na].[BH4-].[Cl:3][CH2:4][C:5](O)=O.C1C=CC=CC=1.[CH3:14][O:15][C:16]([C:18]1[CH:19]=[C:20]([CH3:41])[C:21]2[O:27][C:26]3[C:28]([Cl:37])=[CH:29][C:30]([NH:32][CH2:33][CH2:34][CH2:35][Cl:36])=[CH:31][C:25]=3[CH2:24][S:23](=[O:39])(=[O:38])[C:22]=2[CH:40]=1)=[O:17].